Dataset: Forward reaction prediction with 1.9M reactions from USPTO patents (1976-2016). Task: Predict the product of the given reaction. (1) Given the reactants [OH-].[Na+].O1CCOCC1.[CH2:9]([O:11][C:12](=[O:44])[C:13]([NH:37][C:38]([O:40][CH2:41][CH:42]=[CH2:43])=[O:39])([CH2:19][C:20]1[O:24][N:23]=[C:22]([CH:25]2[CH2:29][CH2:28][CH2:27][N:26]2[C:30]([O:32][C:33]([CH3:36])([CH3:35])[CH3:34])=[O:31])[CH:21]=1)[C:14]([O:16]CC)=[O:15])[CH3:10], predict the reaction product. The product is: [CH2:9]([O:11][C:12](=[O:44])[C:13]([NH:37][C:38]([O:40][CH2:41][CH:42]=[CH2:43])=[O:39])([CH2:19][C:20]1[O:24][N:23]=[C:22]([CH:25]2[CH2:29][CH2:28][CH2:27][N:26]2[C:30]([O:32][C:33]([CH3:35])([CH3:36])[CH3:34])=[O:31])[CH:21]=1)[C:14]([OH:16])=[O:15])[CH3:10]. (2) Given the reactants [CH2:1]([C@@:4]1([C:20]2[CH:25]=[CH:24][C:23]([F:26])=[CH:22][CH:21]=2)[O:9][C:8](=[O:10])[N:7]([C@H:11]([C:13]2[CH:18]=[CH:17][C:16](Br)=[CH:15][CH:14]=2)[CH3:12])[CH2:6][CH2:5]1)[CH:2]=[CH2:3].[CH:27]1(B(O)O)[CH2:29][CH2:28]1.C1(P(C2CCCCC2)C2CCCCC2)CCCCC1.[O-]P([O-])([O-])=O.[K+].[K+].[K+], predict the reaction product. The product is: [CH2:1]([C@@:4]1([C:20]2[CH:25]=[CH:24][C:23]([F:26])=[CH:22][CH:21]=2)[O:9][C:8](=[O:10])[N:7]([C@H:11]([C:13]2[CH:18]=[CH:17][C:16]([CH:27]3[CH2:29][CH2:28]3)=[CH:15][CH:14]=2)[CH3:12])[CH2:6][CH2:5]1)[CH:2]=[CH2:3]. (3) Given the reactants [NH:1]1[C:5]2=[CH:6][N:7]=[C:8]([NH:10][C:11]3[C:12]4[CH:19]=[C:18]([C:20](O)=[O:21])[NH:17][C:13]=4[N:14]=[CH:15][N:16]=3)[CH:9]=[C:4]2[CH:3]=[N:2]1.[CH2:23]([N:30]([CH3:35])[CH2:31][CH2:32][NH:33][CH3:34])[C:24]1[CH:29]=[CH:28][CH:27]=[CH:26][CH:25]=1, predict the reaction product. The product is: [CH2:23]([N:30]([CH3:35])[CH2:31][CH2:32][N:33]([CH3:34])[C:20]([C:18]1[NH:17][C:13]2[N:14]=[CH:15][N:16]=[C:11]([NH:10][C:8]3[CH:9]=[C:4]4[CH:3]=[N:2][NH:1][C:5]4=[CH:6][N:7]=3)[C:12]=2[CH:19]=1)=[O:21])[C:24]1[CH:29]=[CH:28][CH:27]=[CH:26][CH:25]=1. (4) The product is: [CH2:15]([C:11]1[N:10]([CH2:9][C:8]([C:4]2[CH:3]=[C:2]([C:24]3[CH:23]=[C:22]([CH2:18][CH:19]([CH3:20])[CH3:21])[S:26][C:25]=3[S:27]([NH:30][C:31]([CH3:33])([CH3:32])[CH3:34])(=[O:29])=[O:28])[CH:7]=[CH:6][CH:5]=2)=[O:17])[CH:14]=[CH:13][N:12]=1)[CH3:16]. Given the reactants Br[C:2]1[CH:3]=[C:4]([C:8](=[O:17])[CH2:9][N:10]2[CH:14]=[CH:13][N:12]=[C:11]2[CH2:15][CH3:16])[CH:5]=[CH:6][CH:7]=1.[CH2:18]([C:22]1[S:26][C:25]([S:27]([NH:30][C:31]([CH3:34])([CH3:33])[CH3:32])(=[O:29])=[O:28])=[C:24](B(O)O)[CH:23]=1)[CH:19]([CH3:21])[CH3:20].C([O-])([O-])=O.[Na+].[Na+], predict the reaction product. (5) Given the reactants Cl[C:2]1[CH:26]=[CH:25][C:5]2[C:6](=[O:24])[C:7]3[CH:14]=[CH:13][C:12]([O:15][CH2:16][C@H:17]4[CH2:21][O:20][C:19]([CH3:23])([CH3:22])[O:18]4)=[CH:11][C:8]=3[CH2:9][CH2:10][C:4]=2[CH:3]=1.[C:27]1([NH2:34])[CH:32]=[CH:31][CH:30]=[CH:29][C:28]=1[NH2:33].P.O(C(C)(C)C)[Na], predict the reaction product. The product is: [NH2:33][C:28]1[CH:29]=[CH:30][CH:31]=[CH:32][C:27]=1[NH:34][C:2]1[CH:26]=[CH:25][C:5]2[C:6](=[O:24])[C:7]3[CH:14]=[CH:13][C:12]([O:15][CH2:16][C@H:17]4[CH2:21][O:20][C:19]([CH3:23])([CH3:22])[O:18]4)=[CH:11][C:8]=3[CH2:9][CH2:10][C:4]=2[CH:3]=1. (6) Given the reactants [C:1]([O:5][C:6]([N:8]1[CH:13]2[CH2:14][CH2:15][CH:9]1[CH2:10][C:11](=[CH:16][C:17]([O:19][CH2:20][CH3:21])=[O:18])[CH2:12]2)=[O:7])([CH3:4])([CH3:3])[CH3:2], predict the reaction product. The product is: [C:1]([O:5][C:6]([N:8]1[CH:13]2[CH2:14][CH2:15][CH:9]1[CH2:10][CH:11]([CH2:16][C:17]([O:19][CH2:20][CH3:21])=[O:18])[CH2:12]2)=[O:7])([CH3:4])([CH3:3])[CH3:2]. (7) Given the reactants C(OC(=O)[NH:7][C@@H:8]([CH2:21][C:22]1[CH:27]=[CH:26][CH:25]=[CH:24][CH:23]=1)[C:9]([NH:11][NH:12]C(=O)C1C=CC=CC=1)=[O:10])(C)(C)C.[ClH:29].[O:30]1[CH2:35][CH2:34]OCC1, predict the reaction product. The product is: [NH2:7][C@@H:8]([CH2:21][C:22]1[CH:23]=[CH:24][CH:25]=[CH:26][CH:27]=1)[C:9]([N:11]([C:35](=[O:30])[C:34]1[CH:23]=[CH:22][CH:21]=[CH:8][CH:9]=1)[NH:12][Cl:29])=[O:10]. (8) The product is: [NH2:1][C:2]1[N:17]=[C:16]([O:18][S:25]([C:22]2[CH:23]=[CH:24][C:19]([CH3:29])=[CH:20][CH:21]=2)(=[O:27])=[O:26])[C:5]2[CH2:6][CH2:7][CH2:8][CH2:9][C:10]3[CH:15]=[CH:14][CH:13]=[CH:12][C:11]=3[C:4]=2[N:3]=1. Given the reactants [NH2:1][C:2]1[N:17]=[C:16]([OH:18])[C:5]2[CH2:6][CH2:7][CH2:8][CH2:9][C:10]3[CH:15]=[CH:14][CH:13]=[CH:12][C:11]=3[C:4]=2[N:3]=1.[C:19]1([CH3:29])[CH:24]=[CH:23][C:22]([S:25](Cl)(=[O:27])=[O:26])=[CH:21][CH:20]=1.C(N(CC)CC)C, predict the reaction product. (9) Given the reactants [NH2:1][C:2]1[CH:7]=[CH:6][CH:5]=[CH:4][C:3]=1[S:8][C:9]1[C:17]2[C:12](=[CH:13][CH:14]=[CH:15][CH:16]=2)[NH:11][C:10]=1[C:18]([N:20]1[CH2:24][CH2:23][CH2:22][CH2:21]1)=[O:19].[ClH:25], predict the reaction product. The product is: [ClH:25].[NH2:1][C:2]1[CH:7]=[CH:6][CH:5]=[CH:4][C:3]=1[S:8][C:9]1[C:17]2[C:12](=[CH:13][CH:14]=[CH:15][CH:16]=2)[NH:11][C:10]=1[C:18]([N:20]1[CH2:24][CH2:23][CH2:22][CH2:21]1)=[O:19].